From a dataset of Full USPTO retrosynthesis dataset with 1.9M reactions from patents (1976-2016). Predict the reactants needed to synthesize the given product. (1) The reactants are: [OH:1][C:2]([C:19]([F:22])([F:21])[F:20])([CH2:16][C:17]#[CH:18])[CH2:3][C:4]([C:7]1[CH:15]=[CH:14][CH:13]=[CH:12][C:8]=1[C:9]([OH:11])=[O:10])([CH3:6])[CH3:5].N1C=CN=C1.Cl[Si:29]([CH3:32])([CH3:31])[CH3:30]. Given the product [CH3:6][C:4]([C:7]1[CH:15]=[CH:14][CH:13]=[CH:12][C:8]=1[C:9]([OH:11])=[O:10])([CH3:5])[CH2:3][C:2]([C:19]([F:20])([F:21])[F:22])([O:1][Si:29]([CH3:32])([CH3:31])[CH3:30])[CH2:16][C:17]#[CH:18], predict the reactants needed to synthesize it. (2) Given the product [CH:68]([O:67][C:62]1[C:61]([CH3:71])=[C:60]([C:2]2[CH:7]=[CH:6][C:5]([C:8]3[N:12]([C@H:13]4[CH2:17][CH2:16][O:15][CH2:14]4)[N:11]=[CH:10][C:9]=3[C:18]([O:20][CH2:21][CH3:22])=[O:19])=[C:4]([N+:23]([O-:25])=[O:24])[CH:3]=2)[C:65]([CH3:66])=[CH:64][N:63]=1)([CH3:70])[CH3:69], predict the reactants needed to synthesize it. The reactants are: Br[C:2]1[CH:7]=[CH:6][C:5]([C:8]2[N:12]([C@H:13]3[CH2:17][CH2:16][O:15][CH2:14]3)[N:11]=[CH:10][C:9]=2[C:18]([O:20][CH2:21][CH3:22])=[O:19])=[C:4]([N+:23]([O-:25])=[O:24])[CH:3]=1.[N+](C1C=C(B2OC(C)(C)C(C)(C)O2)C=CC=1C1N([C@H]2CCOC2)N=CC=1C(OCC)=O)([O-])=O.I[C:60]1[C:65]([CH3:66])=[CH:64][N:63]=[C:62]([O:67][CH:68]([CH3:70])[CH3:69])[C:61]=1[CH3:71].O. (3) The reactants are: [CH3:1][N:2]1[C:6]([C:7]2[S:11][CH:10]=[C:9]([C:12]([OH:14])=O)[CH:8]=2)=[CH:5][CH:4]=[N:3]1.C1CN([P+](Br)(N2CCCC2)N2CCCC2)CC1.F[P-](F)(F)(F)(F)F.C(N(C(C)C)CC)(C)C.[NH2:48][CH:49]([C:59]1[C:68]2[C:63](=[CH:64][CH:65]=[CH:66][CH:67]=2)[CH:62]=[CH:61][CH:60]=1)[CH2:50][NH:51][C:52](=[O:58])[O:53][C:54]([CH3:57])([CH3:56])[CH3:55]. Given the product [CH3:1][N:2]1[C:6]([C:7]2[S:11][CH:10]=[C:9]([C:12]([NH:48][CH:49]([C:59]3[C:68]4[C:63](=[CH:64][CH:65]=[CH:66][CH:67]=4)[CH:62]=[CH:61][CH:60]=3)[CH2:50][NH:51][C:52](=[O:58])[O:53][C:54]([CH3:57])([CH3:55])[CH3:56])=[O:14])[CH:8]=2)=[CH:5][CH:4]=[N:3]1, predict the reactants needed to synthesize it.